From a dataset of Reaction yield outcomes from USPTO patents with 853,638 reactions. Predict the reaction yield, written as a fraction of the theoretical maximum amount of product (1.0 means a 100% yield; for example, 0.34 means a 34% yield). (1) The yield is 0.930. The product is [CH3:1][O:2][C:3](=[O:11])[C:4]1[CH:9]=[CH:8][C:7]([C:17]#[C:16][Si:13]([CH3:15])([CH3:14])[CH3:12])=[CH:6][CH:5]=1. The reactants are [CH3:1][O:2][C:3](=[O:11])[C:4]1[CH:9]=[CH:8][C:7](Br)=[CH:6][CH:5]=1.[CH3:12][Si:13]([C:16]#[CH:17])([CH3:15])[CH3:14].C(N(CC)CC)C. The catalyst is O1CCCC1.Cl[Pd](Cl)([P](C1C=CC=CC=1)(C1C=CC=CC=1)C1C=CC=CC=1)[P](C1C=CC=CC=1)(C1C=CC=CC=1)C1C=CC=CC=1.C1(P(C2C=CC=CC=2)C2C=CC=CC=2)C=CC=CC=1. (2) The reactants are Cl.[CH:2]([N:5]1[C:9]([C:10]2[N:19]=[C:18]3[N:12]([CH2:13][CH2:14][O:15][C:16]4[CH:23]=[C:22]([CH:24]5[CH2:29][CH2:28][NH:27][CH2:26][CH2:25]5)[CH:21]=[CH:20][C:17]=43)[CH:11]=2)=[N:8][C:7]([CH3:30])=[N:6]1)([CH3:4])[CH3:3].C(N(CC)CC)C.Cl[CH2:39][C:40]([NH:42][CH2:43][CH3:44])=[O:41]. The catalyst is C(Cl)Cl.[I-].C([N+](CCCC)(CCCC)CCCC)CCC. The product is [CH2:43]([NH:42][C:40](=[O:41])[CH2:39][N:27]1[CH2:28][CH2:29][CH:24]([C:22]2[CH:21]=[CH:20][C:17]3[C:18]4[N:12]([CH:11]=[C:10]([C:9]5[N:5]([CH:2]([CH3:4])[CH3:3])[N:6]=[C:7]([CH3:30])[N:8]=5)[N:19]=4)[CH2:13][CH2:14][O:15][C:16]=3[CH:23]=2)[CH2:25][CH2:26]1)[CH3:44]. The yield is 0.550. (3) The reactants are [CH3:1][O:2][C:3](=[O:18])[CH2:4][C:5]1[C:13]2[C:8](=[CH:9][CH:10]=[CH:11][CH:12]=2)[N:7]([C:14]([O:16][CH3:17])=[O:15])[CH:6]=1.CN(C)P(=O)(N(C)C)N(C)C.C[Si]([N-][Si](C)(C)C)(C)C.[Li+].[CH3:40][CH:41]([CH2:44][CH2:45][CH3:46])[CH2:42]I. The catalyst is O1CCCC1. The product is [CH3:1][O:2][C:3](=[O:18])[CH:4]([CH2:40][CH:41]([CH3:42])[CH2:44][CH2:45][CH3:46])[C:5]1[C:13]2[C:8](=[CH:9][CH:10]=[CH:11][CH:12]=2)[N:7]([C:14]([O:16][CH3:17])=[O:15])[CH:6]=1. The yield is 0.750.